From a dataset of Full USPTO retrosynthesis dataset with 1.9M reactions from patents (1976-2016). Predict the reactants needed to synthesize the given product. Given the product [CH2:2]([C:6]1[CH:24]=[CH:23][C:9]([CH2:10][N:11]([CH2:12][CH2:13][C:14]2[CH:19]=[CH:18][C:17]([Cl:20])=[C:16]([CH2:21][CH3:22])[CH:15]=2)[C:29](=[O:30])[C:28]2[CH:32]=[C:33]([C:35]([F:36])([F:37])[F:38])[CH:34]=[C:26]([Cl:25])[C:27]=2[F:39])=[CH:8][CH:7]=1)[CH:3]([CH3:4])[CH3:5], predict the reactants needed to synthesize it. The reactants are: Cl.[CH2:2]([C:6]1[CH:24]=[CH:23][C:9]([CH2:10][NH:11][CH2:12][CH2:13][C:14]2[CH:19]=[CH:18][C:17]([Cl:20])=[C:16]([CH2:21][CH3:22])[CH:15]=2)=[CH:8][CH:7]=1)[CH:3]([CH3:5])[CH3:4].[Cl:25][C:26]1[C:27]([F:39])=[C:28]([CH:32]=[C:33]([C:35]([F:38])([F:37])[F:36])[CH:34]=1)[C:29](O)=[O:30].CN(C(ON1N=NC2C=CC=CC1=2)=[N+](C)C)C.F[P-](F)(F)(F)(F)F.CCN(CC)CC.